From a dataset of Forward reaction prediction with 1.9M reactions from USPTO patents (1976-2016). Predict the product of the given reaction. Given the reactants Br[C:2]1[C:15]2[C:16]3=[C:17]4[C:12](=[CH:13][CH:14]=2)[CH:11]=[CH:10][C:9](Br)=[C:8]4[CH:7]=[CH:6][C:5]3=[CH:4][CH:3]=1.[C:19]1(B(O)O)[CH:24]=[CH:23][CH:22]=[CH:21][CH:20]=1.C(=O)([O-])[O-].[Na+].[Na+].[C:34]1(C)[CH:39]=[CH:38][CH:37]=[CH:36][CH:35]=1, predict the reaction product. The product is: [C:19]1([C:2]2[C:15]3[C:16]4=[C:17]5[C:12](=[CH:13][CH:14]=3)[CH:11]=[CH:10][C:9]([C:34]3[CH:39]=[CH:38][CH:37]=[CH:36][CH:35]=3)=[C:8]5[CH:7]=[CH:6][C:5]4=[CH:4][CH:3]=2)[CH:24]=[CH:23][CH:22]=[CH:21][CH:20]=1.